This data is from Forward reaction prediction with 1.9M reactions from USPTO patents (1976-2016). The task is: Predict the product of the given reaction. (1) Given the reactants [Cl:1][C:2]1[N:7]=[N:6][C:5]([C:8](OCC)=[O:9])=[C:4]([NH:13][C:14]2[N:19]=[C:18]([CH3:20])[CH:17]=[C:16]([CH3:21])[N:15]=2)[CH:3]=1.[NH3:22].CO, predict the reaction product. The product is: [Cl:1][C:2]1[N:7]=[N:6][C:5]([C:8]([NH2:22])=[O:9])=[C:4]([NH:13][C:14]2[N:19]=[C:18]([CH3:20])[CH:17]=[C:16]([CH3:21])[N:15]=2)[CH:3]=1. (2) Given the reactants [C:1]([N:4]1[CH:10]([CH3:11])[CH2:9][C:8]2[CH:12]=[C:13](Br)[C:14]([O:16][CH3:17])=[CH:15][C:7]=2[C:6]([C:19]2[CH:24]=[CH:23][C:22]([N+:25]([O-])=O)=[C:21]([Cl:28])[CH:20]=2)=[N:5]1)(=[O:3])[CH3:2].C(=O)([O-])[O-].[K+].[K+].O.NN, predict the reaction product. The product is: [C:1]([N:4]1[CH:10]([CH3:11])[CH2:9][C:8]2[CH:12]=[CH:13][C:14]([O:16][CH3:17])=[CH:15][C:7]=2[C:6]([C:19]2[CH:24]=[CH:23][C:22]([NH2:25])=[C:21]([Cl:28])[CH:20]=2)=[N:5]1)(=[O:3])[CH3:2]. (3) The product is: [O:30]1[CH2:31][CH2:32][CH2:33][CH2:34][CH:29]1[O:28][CH2:27][CH2:26][O:25][C:24]1[C:19]([CH2:18][O:6][CH2:5][CH2:4][N:2]([CH3:3])[CH3:1])=[N:20][CH:21]=[CH:22][CH:23]=1. Given the reactants [CH3:1][N:2]([CH2:4][CH2:5][OH:6])[CH3:3].CC(C)([O-])C.[K+].CS(O[CH2:18][C:19]1[C:24]([O:25][CH2:26][CH2:27][O:28][CH:29]2[CH2:34][CH2:33][CH2:32][CH2:31][O:30]2)=[CH:23][CH:22]=[CH:21][N:20]=1)(=O)=O, predict the reaction product. (4) Given the reactants [Cl:1][C:2]1[CH:26]=[CH:25][C:5]([C:6]([NH:8][CH:9]([CH2:13][C:14]2[C:23]3[C:18](=[CH:19][CH:20]=[CH:21][CH:22]=3)[NH:17][C:16](=[O:24])[CH:15]=2)[C:10]([OH:12])=[S:11])=[O:7])=[CH:4][CH:3]=1.Br[CH2:28][CH2:29][CH2:30][CH2:31][CH2:32][CH3:33], predict the reaction product. The product is: [Cl:1][C:2]1[CH:3]=[CH:4][C:5]([C:6]([NH:8][CH:9]([CH2:13][C:14]2[C:23]3[C:18](=[CH:19][CH:20]=[CH:21][CH:22]=3)[NH:17][C:16](=[O:24])[CH:15]=2)[C:10]([S:11][CH2:28][CH2:29][CH2:30][CH2:31][CH2:32][CH3:33])=[O:12])=[O:7])=[CH:25][CH:26]=1.